Dataset: Drug-target binding data from BindingDB using Kd measurements. Task: Regression. Given a target protein amino acid sequence and a drug SMILES string, predict the binding affinity score between them. We predict pKd (pKd = -log10(Kd in M); higher means stronger binding). Dataset: bindingdb_kd. The small molecule is NCCOc1c(-c2ccc(Br)cc2)[nH]c(=O)c2c(F)c(F)ccc12. The target protein sequence is MAPKPKPWVQTEGPEKKKGRQAGREEDPFRSTAEALKAIPAEKRIIRVDPTCPLSSNPGTQVYEDYNCTLNQTNIENNNNKFYIIQLLQDSNRFFTCWNHWGRVGEVGQSKINHFTRLEDAKKDFEKKFREKTKNNWAERDHFVSHPGKYTLIEVQAEDEAQEAVVKVDRGPVRTVTKRVQPCSLDPATQKLITNIFSKEMFKNTMALMDLDVKKMPLGKLSKQQIARGFEALEALEEALKGPTDGGQSLEELSSHFYTVIPHNFGHSQPPPINSPELLQAKKDMLLVLADIELAQALQAVSEQEKTVEEVPHPLDRDYQLLKCQLQLLDSGAPEYKVIQTYLEQTGSNHRCPTLQHIWKVNQEGEEDRFQAHSKLGNRKLLWHGTNMAVVAAILTSGLRIMPHSGGRVGKGIYFASENSKSAGYVIGMKCGAHHVGYMFLGEVALGREHHINTDNPSLKSPPPGFDSVIARGHTEPDPTQDTELELDGQQVVVPQGQPV.... The pKd is 7.7.